This data is from Full USPTO retrosynthesis dataset with 1.9M reactions from patents (1976-2016). The task is: Predict the reactants needed to synthesize the given product. (1) Given the product [Cl:22][C:12]1[CH:13]=[C:14]2[C:9](=[CH:10][CH:11]=1)[N:8]=[C:7]([N:23]1[CH2:27][CH2:26][CH2:25][CH2:24]1)[C:6]([C:4]([OH:5])=[O:3])=[C:15]2[C:16]1[CH:21]=[CH:20][CH:19]=[CH:18][CH:17]=1, predict the reactants needed to synthesize it. The reactants are: C([O:3][C:4]([C:6]1[C:7]([N:23]2[CH2:27][CH2:26][CH2:25][CH2:24]2)=[N:8][C:9]2[C:14]([C:15]=1[C:16]1[CH:21]=[CH:20][CH:19]=[CH:18][CH:17]=1)=[CH:13][C:12]([Cl:22])=[CH:11][CH:10]=2)=[O:5])C.[Li+].[I-]. (2) Given the product [Br:23][C:24]1[CH:29]=[CH:28][CH:27]=[C:26]([Br:30])[C:25]=1[NH:31][C:32](=[S:10])[CH2:33][C:34]1[CH:39]=[CH:38][CH:37]=[C:36]([C:40]([F:43])([F:42])[F:41])[CH:35]=1, predict the reactants needed to synthesize it. The reactants are: COC1C=CC(P2(SP(C3C=CC(OC)=CC=3)(=S)S2)=[S:10])=CC=1.[Br:23][C:24]1[CH:29]=[CH:28][CH:27]=[C:26]([Br:30])[C:25]=1[NH:31][C:32](=O)[CH2:33][C:34]1[CH:39]=[CH:38][CH:37]=[C:36]([C:40]([F:43])([F:42])[F:41])[CH:35]=1. (3) Given the product [Cl:15][C:16]1[CH:21]=[CH:20][CH:19]=[CH:18][C:17]=1[C:2]1[C:3]([C:13]#[N:14])=[C:4]([N+:10]([O-:12])=[O:11])[CH:5]=[C:6]([O:8][CH3:9])[CH:7]=1, predict the reactants needed to synthesize it. The reactants are: Br[C:2]1[C:3]([C:13]#[N:14])=[C:4]([N+:10]([O-:12])=[O:11])[CH:5]=[C:6]([O:8][CH3:9])[CH:7]=1.[Cl:15][C:16]1[CH:21]=[CH:20][CH:19]=[CH:18][C:17]=1B(O)O. (4) Given the product [OH:4][C:3]([C:5]1[NH:9][C:8]2[CH:10]=[C:11]([C:16]([F:17])([F:18])[F:19])[C:12]([C:14]#[N:15])=[CH:13][C:7]=2[N:6]=1)([C:2]([F:20])([F:1])[F:21])[CH2:24][C:23]#[CH:22], predict the reactants needed to synthesize it. The reactants are: [F:1][C:2]([F:21])([F:20])[C:3]([C:5]1[NH:9][C:8]2[CH:10]=[C:11]([C:16]([F:19])([F:18])[F:17])[C:12]([C:14]#[N:15])=[CH:13][C:7]=2[N:6]=1)=[O:4].[CH2:22](Br)[C:23]#[CH:24].[In].Cl. (5) Given the product [CH2:47]([N:10]1[C:11]([NH:20][S:21]([C:24]2[CH:29]=[CH:28][C:27]([C:30]([CH3:33])([CH3:32])[CH3:31])=[CH:26][CH:25]=2)(=[O:23])=[O:22])=[C:12]([C:13]2[CH:18]=[CH:17][C:16]([CH3:19])=[CH:15][CH:14]=2)[C:8]([O:7][CH2:6][CH2:5][OH:4])=[N:9]1)[C:48]1[CH:53]=[CH:52][CH:51]=[CH:50][CH:49]=1, predict the reactants needed to synthesize it. The reactants are: C([O:4][CH2:5][CH2:6][O:7][C:8]1[C:12]([C:13]2[CH:18]=[CH:17][C:16]([CH3:19])=[CH:15][CH:14]=2)=[C:11]([N:20](S(C2C=CC(C(C)(C)C)=CC=2)(=O)=O)[S:21]([C:24]2[CH:29]=[CH:28][C:27]([C:30]([CH3:33])([CH3:32])[CH3:31])=[CH:26][CH:25]=2)(=[O:23])=[O:22])[N:10]([CH2:47][C:48]2[CH:53]=[CH:52][CH:51]=[CH:50][CH:49]=2)[N:9]=1)(=O)C.[OH-].[Na+]. (6) Given the product [C:11]1([CH3:12])[CH:10]=[CH:9][C:8]([S:5]([O:15][CH2:16][CH2:17][O:18][CH2:19][CH2:20][N:1]=[N+:2]=[N-:3])(=[O:6])=[O:7])=[CH:14][CH:13]=1, predict the reactants needed to synthesize it. The reactants are: [N-:1]=[N+:2]=[N-:3].[Na+].[S:5]([O:15][CH2:16][CH2:17][O:18][CH2:19][CH2:20]OS(C1C=CC(C)=CC=1)(=O)=O)([C:8]1[CH:14]=[CH:13][C:11]([CH3:12])=[CH:10][CH:9]=1)(=[O:7])=[O:6].O.